From a dataset of Reaction yield outcomes from USPTO patents with 853,638 reactions. Predict the reaction yield, written as a fraction of the theoretical maximum amount of product (1.0 means a 100% yield; for example, 0.34 means a 34% yield). (1) The reactants are [CH2:1](Br)[C:2]1[CH:7]=[CH:6][CH:5]=[CH:4][CH:3]=1.C(=O)([O-])[O-].[Cs+].[Cs+].[OH:15][C:16]1[CH:24]=[CH:23][C:22]([F:25])=[CH:21][C:17]=1[C:18]([OH:20])=[O:19]. The catalyst is CN(C=O)C.O. The product is [CH2:1]([O:19][C:18](=[O:20])[C:17]1[CH:21]=[C:22]([F:25])[CH:23]=[CH:24][C:16]=1[O:15][CH2:1][C:2]1[CH:7]=[CH:6][CH:5]=[CH:4][CH:3]=1)[C:2]1[CH:7]=[CH:6][CH:5]=[CH:4][CH:3]=1. The yield is 0.930. (2) The reactants are [CH2:1]([N:8]([C:19]1[CH:24]=[CH:23][C:22]([C:25]#[N:26])=[CH:21][CH:20]=1)[C:9](=[O:18])[CH2:10][CH:11]([CH3:17])[CH2:12][C:13]([O:15]C)=[O:14])[C:2]1[CH:7]=[CH:6][CH:5]=[CH:4][CH:3]=1.[OH-].[Na+].Cl. The catalyst is CO.C1COCC1. The product is [CH2:1]([N:8]([C:19]1[CH:24]=[CH:23][C:22]([C:25]#[N:26])=[CH:21][CH:20]=1)[C:9](=[O:18])[CH2:10][CH:11]([CH3:17])[CH2:12][C:13]([OH:15])=[O:14])[C:2]1[CH:3]=[CH:4][CH:5]=[CH:6][CH:7]=1. The yield is 0.970. (3) The reactants are Br[C:2]1[C:3]([NH:9][CH2:10][C:11]([O:13][CH2:14][CH3:15])=[O:12])=[N:4][CH:5]=[C:6]([Br:8])[N:7]=1.[CH:16]([NH2:19])([CH3:18])[CH3:17].C(N(CC)C(C)C)(C)C.CS(C)=O. The catalyst is O. The product is [Br:8][C:6]1[N:7]=[C:2]([NH:19][CH:16]([CH3:18])[CH3:17])[C:3]([NH:9][CH2:10][C:11]([O:13][CH2:14][CH3:15])=[O:12])=[N:4][CH:5]=1. The yield is 0.557. (4) The reactants are [CH3:1][S:2]([CH2:5][CH2:6][NH2:7])(=[O:4])=[O:3].CCN(C(C)C)C(C)C.[Na+].[Cl:18][C:19]1[CH:20]=[C:21]([NH:33][C:34]2[C:43]3[C:38](=[CH:39][CH:40]=[CH:41][C:42]=3[O:44][CH2:45][C:46]([O-])=[O:47])[N:37]=[CH:36][N:35]=2)[CH:22]=[CH:23][C:24]=1[O:25][CH2:26][C:27]1[CH:32]=[CH:31][CH:30]=[CH:29][N:28]=1.CN(C(ON1N=NC2C=CC=NC1=2)=[N+](C)C)C.F[P-](F)(F)(F)(F)F. The catalyst is CN(C=O)C. The product is [Cl:18][C:19]1[CH:20]=[C:21]([NH:33][C:34]2[C:43]3[C:38](=[CH:39][CH:40]=[CH:41][C:42]=3[O:44][CH2:45][C:46]([NH:7][CH2:6][CH2:5][S:2]([CH3:1])(=[O:4])=[O:3])=[O:47])[N:37]=[CH:36][N:35]=2)[CH:22]=[CH:23][C:24]=1[O:25][CH2:26][C:27]1[CH:32]=[CH:31][CH:30]=[CH:29][N:28]=1. The yield is 0.890. (5) The reactants are [CH3:1][NH:2][C:3]([C:5]1[CH:10]=[C:9]([O:11][C:12]2[CH:17]=[CH:16][C:15]([NH:18][C:19]([NH:21][C:22]3[CH:27]=[CH:26][C:25]([Cl:28])=[C:24]([C:29]([F:32])([F:31])[F:30])[CH:23]=3)=[O:20])=[C:14]([F:33])[CH:13]=2)[CH:8]=[CH:7][N:6]=1)=[O:4].[C:34]1([S:40]([OH:43])(=[O:42])=[O:41])[CH:39]=[CH:38][CH:37]=[CH:36][CH:35]=1. The catalyst is C(O)C. The product is [C:34]1([S:40]([OH:43])(=[O:42])=[O:41])[CH:39]=[CH:38][CH:37]=[CH:36][CH:35]=1.[CH3:1][NH:2][C:3]([C:5]1[CH:10]=[C:9]([O:11][C:12]2[CH:17]=[CH:16][C:15]([NH:18][C:19]([NH:21][C:22]3[CH:27]=[CH:26][C:25]([Cl:28])=[C:24]([C:29]([F:32])([F:31])[F:30])[CH:23]=3)=[O:20])=[C:14]([F:33])[CH:13]=2)[CH:8]=[CH:7][N:6]=1)=[O:4]. The yield is 0.690.